This data is from Forward reaction prediction with 1.9M reactions from USPTO patents (1976-2016). The task is: Predict the product of the given reaction. Given the reactants [Cl:1][C:2]1[CH:7]=[CH:6][C:5]([C@H:8]2[N:15]3[C:11]([S:12][C:13]([C:19](O)=[O:20])=[C:14]3[CH:16]([CH3:18])[CH3:17])=[N:10][C@:9]2([C:23]2[CH:28]=[CH:27][C:26]([Cl:29])=[CH:25][CH:24]=2)[CH3:22])=[CH:4][CH:3]=1.[C:30]([C@H:32]1[NH:36][C@H:35]([C:37]([O:39][CH2:40][CH3:41])=[O:38])[CH2:34][CH2:33]1)#[N:31], predict the reaction product. The product is: [Cl:1][C:2]1[CH:7]=[CH:6][C:5]([C@H:8]2[N:15]3[C:11]([S:12][C:13]([C:19]([N:36]4[C@H:32]([C:30]#[N:31])[CH2:33][CH2:34][C@H:35]4[C:37]([O:39][CH2:40][CH3:41])=[O:38])=[O:20])=[C:14]3[CH:16]([CH3:18])[CH3:17])=[N:10][C@:9]2([C:23]2[CH:28]=[CH:27][C:26]([Cl:29])=[CH:25][CH:24]=2)[CH3:22])=[CH:4][CH:3]=1.